Predict the reactants needed to synthesize the given product. From a dataset of Full USPTO retrosynthesis dataset with 1.9M reactions from patents (1976-2016). (1) The reactants are: O[CH2:2][C:3]1[CH:11]=[CH:10][C:6]([C:7]([OH:9])=O)=[CH:5][CH:4]=1.[CH3:12][C@H:13]1[O:18][C@@H:17]([CH3:19])[CH2:16][NH:15][CH2:14]1. Given the product [CH3:19][C@H:17]1[O:18][C@@H:13]([CH3:12])[CH2:14][N:15]([C:7]([C:6]2[CH:5]=[CH:4][C:3]([CH2:2][N:15]3[CH2:14][C@H:13]([CH3:12])[O:18][C@H:17]([CH3:19])[CH2:16]3)=[CH:11][CH:10]=2)=[O:9])[CH2:16]1, predict the reactants needed to synthesize it. (2) Given the product [ClH:54].[N:16]1([CH:7]([C:8]2[CH:9]=[CH:10][C:11]([O:14][CH3:15])=[CH:12][CH:13]=2)[CH:2]([OH:1])[CH2:3][NH:5][CH3:6])[C:24]2[C:19](=[CH:20][CH:21]=[CH:22][CH:23]=2)[CH:18]=[CH:17]1, predict the reactants needed to synthesize it. The reactants are: [OH:1][CH:2]([CH:7]([N:16]1[C:24]2[C:19](=[CH:20][CH:21]=[CH:22][CH:23]=2)[CH:18]=[CH:17]1)[C:8]1[CH:13]=[CH:12][C:11]([O:14][CH3:15])=[CH:10][CH:9]=1)[C:3]([NH:5][CH3:6])=O.B.O1CCCC1.N1(C(C2C=CC(OC)=CC=2)C(O)CNC)C2C(=CC=CC=2)C=C1.[ClH:54].